From a dataset of Reaction yield outcomes from USPTO patents with 853,638 reactions. Predict the reaction yield, written as a fraction of the theoretical maximum amount of product (1.0 means a 100% yield; for example, 0.34 means a 34% yield). (1) The reactants are FC(F)(F)S(O[C:7]1[CH2:11][C@@H:10]([CH2:12][O:13][Si:14]([C:17]([CH3:20])([CH3:19])[CH3:18])([CH3:16])[CH3:15])[N:9]([C:21](=[O:44])[C:22]2[CH:27]=[C:26]([O:28][CH3:29])[C:25]([O:30][Si:31]([CH:38]([CH3:40])[CH3:39])([CH:35]([CH3:37])[CH3:36])[CH:32]([CH3:34])[CH3:33])=[CH:24][C:23]=2[N+:41]([O-:43])=[O:42])[CH:8]=1)(=O)=O.[CH:47](/B(O)O)=[CH:48]\[CH3:49].P([O-])([O-])([O-])=O.[K+].[K+].[K+].C(OCC)(=O)C. The catalyst is O1CCOCC1.C1C=CC([P]([Pd]([P](C2C=CC=CC=2)(C2C=CC=CC=2)C2C=CC=CC=2)([P](C2C=CC=CC=2)(C2C=CC=CC=2)C2C=CC=CC=2)[P](C2C=CC=CC=2)(C2C=CC=CC=2)C2C=CC=CC=2)(C2C=CC=CC=2)C2C=CC=CC=2)=CC=1.O. The product is [Si:14]([O:13][CH2:12][C@@H:10]1[CH2:11][C:7](/[CH:47]=[CH:48]/[CH3:49])=[CH:8][N:9]1[C:21]([C:22]1[CH:27]=[C:26]([O:28][CH3:29])[C:25]([O:30][Si:31]([CH:32]([CH3:34])[CH3:33])([CH:38]([CH3:39])[CH3:40])[CH:35]([CH3:36])[CH3:37])=[CH:24][C:23]=1[N+:41]([O-:43])=[O:42])=[O:44])([C:17]([CH3:18])([CH3:19])[CH3:20])([CH3:16])[CH3:15]. The yield is 0.700. (2) The reactants are [Cl:1][C:2]1[CH:10]=[C:9]2[C:5]([C:6](=O)[C:7](=[O:19])[N:8]2[CH:11]([CH2:15][CH:16]([CH3:18])[CH3:17])[C:12]([OH:14])=[O:13])=[CH:4][CH:3]=1.O.NN. No catalyst specified. The product is [Cl:1][C:2]1[CH:10]=[C:9]2[C:5]([CH2:6][C:7](=[O:19])[N:8]2[CH:11]([CH2:15][CH:16]([CH3:17])[CH3:18])[C:12]([OH:14])=[O:13])=[CH:4][CH:3]=1. The yield is 0.880. (3) The reactants are [CH:1]1([OH:7])[CH2:6][CH2:5][CH2:4][CH:3]=[CH:2]1.N1C=CC=CC=1.[C:14](OC(=O)C)(=[O:16])[CH3:15]. No catalyst specified. The product is [C:14]([O:7][CH:1]1[CH2:6][CH2:5][CH2:4][CH:3]=[CH:2]1)(=[O:16])[CH3:15]. The yield is 0.940. (4) The reactants are [C:1]([O:5][C:6]([NH:8][C@@H:9]([CH:13]([CH3:15])[CH3:14])[C:10]([OH:12])=O)=[O:7])([CH3:4])([CH3:3])[CH3:2].CN(C(ON1N=NC2C=CC=CC1=2)=[N+](C)C)C.[B-](F)(F)(F)F.C[N:39]1[CH2:44][CH2:43][O:42]C[CH2:40]1.Cl.N1CC(O)C1. The catalyst is C(Cl)Cl.CN(C=O)C. The product is [OH:42][CH:43]1[CH2:44][N:39]([C:10](=[O:12])[C@@H:9]([NH:8][C:6](=[O:7])[O:5][C:1]([CH3:2])([CH3:3])[CH3:4])[CH:13]([CH3:15])[CH3:14])[CH2:40]1. The yield is 0.930.